From a dataset of Catalyst prediction with 721,799 reactions and 888 catalyst types from USPTO. Predict which catalyst facilitates the given reaction. Product: [C:21]([O:25][C:26]([N:28]1[CH2:33][CH2:32][CH:31]([CH:10]2[C:11](=[O:18])[C:12]3[CH:17]=[CH:16][CH:15]=[CH:14][C:13]=3[NH:8][S:9]2(=[O:19])=[O:20])[CH2:30][CH2:29]1)=[O:27])([CH3:24])([CH3:22])[CH3:23]. Reactant: C([N:8]1[C:13]2[CH:14]=[CH:15][CH:16]=[CH:17][C:12]=2[C:11](=[O:18])[CH2:10][S:9]1(=[O:20])=[O:19])C1C=CC=CC=1.[C:21]([O:25][C:26]([N:28]1[CH2:33][CH2:32][C:31](=O)[CH2:30][CH2:29]1)=[O:27])([CH3:24])([CH3:23])[CH3:22].N1CCCCC1.[H][H]. The catalyst class is: 17.